From a dataset of Catalyst prediction with 721,799 reactions and 888 catalyst types from USPTO. Predict which catalyst facilitates the given reaction. (1) Reactant: Cl[C:2]1[CH:7]=[CH:6][N:5]=[C:4]([NH2:8])[CH:3]=1.[NH:9]1[CH2:14][CH2:13][O:12][CH2:11][CH2:10]1. Product: [O:12]1[CH2:13][CH2:14][N:9]([C:2]2[CH:7]=[CH:6][N:5]=[C:4]([NH2:8])[CH:3]=2)[CH2:10][CH2:11]1. The catalyst class is: 44. (2) Reactant: [NH2:1][C:2]1[CH:7]=[CH:6][C:5]([C:8]2[CH:9]=[C:10]3[C:16]([CH2:17][C:18]4[CH:23]=[CH:22][CH:21]=[C:20]([Cl:24])[CH:19]=4)=[N:15][N:14]([CH2:25][O:26][C:27](=[O:32])[C:28]([CH3:31])([CH3:30])[CH3:29])[C:11]3=[N:12][CH:13]=2)=[CH:4][C:3]=1[C:33](=[O:37])[N:34]([CH3:36])[CH3:35].[N:38]1([C:44](Cl)=[O:45])[CH2:43][CH2:42][O:41][CH2:40][CH2:39]1.C(N(C(C)C)CC)(C)C. Product: [Cl:24][C:20]1[CH:19]=[C:18]([CH:23]=[CH:22][CH:21]=1)[CH2:17][C:16]1[C:10]2[C:11](=[N:12][CH:13]=[C:8]([C:5]3[CH:6]=[CH:7][C:2]([NH:1][C:44]([N:38]4[CH2:43][CH2:42][O:41][CH2:40][CH2:39]4)=[O:45])=[C:3]([C:33](=[O:37])[N:34]([CH3:36])[CH3:35])[CH:4]=3)[CH:9]=2)[N:14]([CH2:25][O:26][C:27](=[O:32])[C:28]([CH3:29])([CH3:30])[CH3:31])[N:15]=1. The catalyst class is: 22. (3) Reactant: [N+:1]([C:4]1[CH:5]=[C:6]2[C:10](=[CH:11][CH:12]=1)[NH:9][CH2:8][CH2:7]2)([O-:3])=[O:2].[C:13](O[C:13]([O:15][C:16]([CH3:19])([CH3:18])[CH3:17])=[O:14])([O:15][C:16]([CH3:19])([CH3:18])[CH3:17])=[O:14].O. Product: [N+:1]([C:4]1[CH:5]=[C:6]2[C:10](=[CH:11][CH:12]=1)[N:9]([C:13]([O:15][C:16]([CH3:19])([CH3:18])[CH3:17])=[O:14])[CH2:8][CH2:7]2)([O-:3])=[O:2]. The catalyst class is: 112. (4) Reactant: [CH3:1][O:2][C:3]1[CH:8]=[CH:7][CH:6]=[CH:5][C:4]=1[N:9]1[CH:14]2[CH2:15][CH2:16][CH:10]1[CH2:11][C:12]([C:21]1[CH:26]=[CH:25][CH:24]=[C:23]([O:27][CH3:28])[CH:22]=1)([C:17]([O:19]C)=[O:18])[CH2:13]2.[OH-].[K+].O.Cl. Product: [CH3:1][O:2][C:3]1[CH:8]=[CH:7][CH:6]=[CH:5][C:4]=1[N:9]1[CH:10]2[CH2:16][CH2:15][CH:14]1[CH2:13][C:12]([C:21]1[CH:26]=[CH:25][CH:24]=[C:23]([O:27][CH3:28])[CH:22]=1)([C:17]([OH:19])=[O:18])[CH2:11]2. The catalyst class is: 16. (5) Reactant: [Si]([N:5]=[N+:6]=[N-:7])(C)(C)C.[CH2:8]([O:15][C:16]1[CH:21]=[C:20]([O:22][CH2:23][C:24]2[CH:29]=[CH:28][CH:27]=[CH:26][CH:25]=2)[C:19](N)=[CH:18][C:17]=1[CH:31]([CH3:33])[CH3:32])[C:9]1[CH:14]=[CH:13][CH:12]=[CH:11][CH:10]=1. Product: [CH2:8]([O:15][C:16]1[CH:21]=[C:20]([O:22][CH2:23][C:24]2[CH:29]=[CH:28][CH:27]=[CH:26][CH:25]=2)[C:19]([N:5]=[N+:6]=[N-:7])=[CH:18][C:17]=1[CH:31]([CH3:33])[CH3:32])[C:9]1[CH:10]=[CH:11][CH:12]=[CH:13][CH:14]=1. The catalyst class is: 23. (6) Reactant: [Br:1][C:2]1[C:11]2[N:10]=[CH:9][CH:8]=[CH:7][C:6]=2[C:5](=[O:12])[NH:4][CH:3]=1.[H-].[Na+].[CH2:15](Br)[C:16]1[CH:21]=[CH:20][CH:19]=[CH:18][CH:17]=1.[NH4+].[Cl-]. Product: [CH2:15]([N:4]1[CH:3]=[C:2]([Br:1])[C:11]2[N:10]=[CH:9][CH:8]=[CH:7][C:6]=2[C:5]1=[O:12])[C:16]1[CH:21]=[CH:20][CH:19]=[CH:18][CH:17]=1. The catalyst class is: 18. (7) Reactant: [F:1][C:2]1[CH:7]=[CH:6][C:5]([CH2:8][CH2:9][N:10]2[CH2:15][CH2:14][C:13]([CH3:17])([CH3:16])[CH:12]([CH2:18][NH2:19])[CH2:11]2)=[CH:4][CH:3]=1.C1([O:26][C:27](=O)[NH:28][C:29]2[CH:34]=[C:33]([C:35]3[N:39]([CH3:40])[N:38]=[N:37][N:36]=3)[CH:32]=[C:31]([CH2:41][CH3:42])[CH:30]=2)C=CC=CC=1.C(N(CC)CC)C. Product: [CH2:41]([C:31]1[CH:30]=[C:29]([NH:28][C:27]([NH:19][CH2:18][CH:12]2[C:13]([CH3:17])([CH3:16])[CH2:14][CH2:15][N:10]([CH2:9][CH2:8][C:5]3[CH:6]=[CH:7][C:2]([F:1])=[CH:3][CH:4]=3)[CH2:11]2)=[O:26])[CH:34]=[C:33]([C:35]2[N:39]([CH3:40])[N:38]=[N:37][N:36]=2)[CH:32]=1)[CH3:42]. The catalyst class is: 9. (8) The catalyst class is: 13. Reactant: [OH:1][C@H:2]([C:40]1[CH:45]=[CH:44][CH:43]=[CH:42][CH:41]=1)[CH2:3][N:4]([CH2:12][CH2:13][C:14]1[CH:19]=[CH:18][C:17]([C:20]2[CH:25]=[CH:24][C:23]([C:26]([NH:28][S:29]([CH2:32][CH2:33][O:34][CH3:35])(=[O:31])=[O:30])=[O:27])=[C:22]([S:36][CH:37]([CH3:39])[CH3:38])[CH:21]=2)=[CH:16][CH:15]=1)C(=O)OC(C)(C)C.C(OC(=O)C)C.[ClH:52]. Product: [ClH:52].[OH:1][C@H:2]([C:40]1[CH:41]=[CH:42][CH:43]=[CH:44][CH:45]=1)[CH2:3][NH:4][CH2:12][CH2:13][C:14]1[CH:15]=[CH:16][C:17]([C:20]2[CH:25]=[CH:24][C:23]([C:26]([NH:28][S:29]([CH2:32][CH2:33][O:34][CH3:35])(=[O:30])=[O:31])=[O:27])=[C:22]([S:36][CH:37]([CH3:39])[CH3:38])[CH:21]=2)=[CH:18][CH:19]=1. (9) Reactant: [ClH:1].[CH3:2][O:3][C:4]1[C:9]([O:10][CH3:11])=[CH:8][CH:7]=[CH:6][C:5]=1[NH:12]C(=O)OC(C)(C)C. Product: [ClH:1].[CH3:2][O:3][C:4]1[C:9]([O:10][CH3:11])=[CH:8][CH:7]=[CH:6][C:5]=1[NH2:12]. The catalyst class is: 28.